This data is from Catalyst prediction with 721,799 reactions and 888 catalyst types from USPTO. The task is: Predict which catalyst facilitates the given reaction. (1) Reactant: [Cl:1][C:2]1[CH:7]=[CH:6][C:5]([C:8]2[N:12]=[C:11]([C:13](OCC)=[O:14])[S:10][N:9]=2)=[C:4]([O:18][CH3:19])[CH:3]=1.[BH4-].[Na+]. Product: [Cl:1][C:2]1[CH:7]=[CH:6][C:5]([C:8]2[N:12]=[C:11]([CH2:13][OH:14])[S:10][N:9]=2)=[C:4]([O:18][CH3:19])[CH:3]=1. The catalyst class is: 14. (2) Reactant: Cl.[F:2][C:3]1[CH:4]=[C:5]([CH:13]=[CH:14][C:15]=1[N+:16]([O-:18])=[O:17])[O:6][CH:7]1[CH2:12][CH2:11][NH:10][CH2:9][CH2:8]1.C=O.[BH3-][C:22]#N.[Na+].C([O-])([O-])=O.[Na+].[Na+]. Product: [F:2][C:3]1[CH:4]=[C:5]([CH:13]=[CH:14][C:15]=1[N+:16]([O-:18])=[O:17])[O:6][CH:7]1[CH2:12][CH2:11][N:10]([CH3:22])[CH2:9][CH2:8]1. The catalyst class is: 467.